From a dataset of Peptide-MHC class I binding affinity with 185,985 pairs from IEDB/IMGT. Regression. Given a peptide amino acid sequence and an MHC pseudo amino acid sequence, predict their binding affinity value. This is MHC class I binding data. The peptide sequence is YIPFAEDAL. The MHC is HLA-A03:01 with pseudo-sequence HLA-A03:01. The binding affinity (normalized) is 0.0847.